Task: Predict the product of the given reaction.. Dataset: Forward reaction prediction with 1.9M reactions from USPTO patents (1976-2016) (1) Given the reactants [NH2:1][C:2]1[CH:7]=[CH:6][CH:5]=[C:4]([CH3:8])[C:3]=1[NH:9][CH:10]1[CH2:15][CH2:14][N:13]([C:16]([O:18][CH2:19][CH3:20])=[O:17])[CH2:12][CH2:11]1.Cl[C:22](Cl)([O:24]C(=O)OC(Cl)(Cl)Cl)Cl.C(N(CC)CC)C.O, predict the reaction product. The product is: [CH2:19]([O:18][C:16]([N:13]1[CH2:12][CH2:11][CH:10]([N:9]2[C:3]3[C:4]([CH3:8])=[CH:5][CH:6]=[CH:7][C:2]=3[NH:1][C:22]2=[O:24])[CH2:15][CH2:14]1)=[O:17])[CH3:20]. (2) Given the reactants [C:1]12([CH2:8][CH2:9][Si:10]([O:15][CH3:16])([O:13][CH3:14])[O:11][CH3:12])[CH2:7][CH:4]([CH2:5][CH2:6]1)[CH:3]=[CH:2]2.[CH2:17]([SiH](CC)CC)[CH3:18].C(O)C, predict the reaction product. The product is: [CH2:8]([C:1]12[CH2:7][CH:4]([CH2:5][CH2:6]1)[CH:3]=[CH:2]2)[CH2:9][CH2:17][CH3:18].[C:1]12([CH2:8][CH2:9][Si:10]([O:15][CH3:16])([O:11][CH3:12])[O:13][CH3:14])[CH2:7][CH:4]([CH2:5][CH2:6]1)[CH:3]=[CH:2]2. (3) The product is: [CH2:3]([O:7][C@@H:8]1[C@@H:13]([O:14][CH3:25])[C@H:12]([O:15][CH:16]2[CH2:21][CH2:20][CH2:19][CH2:18][O:17]2)[C@H:11]2[CH2:22][O:23][C@@H:9]1[O:10]2)[CH2:4][CH2:5][CH3:6]. Given the reactants [H-].[Na+].[CH2:3]([O:7][C@@H:8]1[C@@H:13]([OH:14])[C@H:12]([O:15][CH:16]2[CH2:21][CH2:20][CH2:19][CH2:18][O:17]2)[C@H:11]2[CH2:22][O:23][C@@H:9]1[O:10]2)[CH2:4][CH2:5][CH3:6].I[CH3:25].CO, predict the reaction product. (4) Given the reactants S1CCN2C=CN=C12.N1C=CN2CCCSC=12.[F:18][C:19]1[CH:24]=[CH:23][C:22]([C:25]2[NH:29][C:28](=[S:30])[N:27]([CH2:31][CH2:32][CH2:33]O)[C:26]=2[C:35]2[CH:40]=[CH:39][N:38]=[C:37]([NH:41]C(=O)C)[CH:36]=2)=[CH:21][CH:20]=1.FC1C=CC(C2NC(=S)N(CCO)C=2C2C=CN=C(NC(=O)C)C=2)=CC=1.CS(Cl)(=O)=O, predict the reaction product. The product is: [F:18][C:19]1[CH:24]=[CH:23][C:22]([C:25]2[N:29]=[C:28]3[N:27]([C:26]=2[C:35]2[CH:40]=[CH:39][N:38]=[C:37]([NH2:41])[CH:36]=2)[CH2:31][CH2:32][CH2:33][S:30]3)=[CH:21][CH:20]=1. (5) Given the reactants OCC(C)(C)C[O:5][C:6](=[O:25])[CH2:7][CH2:8][CH2:9][C:10]1([C:18]2[CH:23]=[CH:22][C:21]([F:24])=[CH:20][CH:19]=2)[O:15][CH2:14][C:13]([CH3:17])([CH3:16])[CH2:12][O:11]1.CO.[OH-].[Na+].Cl, predict the reaction product. The product is: [F:24][C:21]1[CH:20]=[CH:19][C:18]([C:10]2([CH2:9][CH2:8][CH2:7][C:6]([OH:25])=[O:5])[O:11][CH2:12][C:13]([CH3:17])([CH3:16])[CH2:14][O:15]2)=[CH:23][CH:22]=1. (6) The product is: [CH3:1][CH:2]1[CH2:7][C:6](=[O:8])[CH2:5][CH:4]([CH3:9])[O:3]1. Given the reactants [CH3:1][C:2]1[O:3][C:4]([CH3:9])=[CH:5][C:6](=[O:8])[CH:7]=1, predict the reaction product. (7) Given the reactants [C:1]1([O:7][CH3:8])[CH:6]=[CH:5][CH:4]=[CH:3][CH:2]=1.[CH3:9][O:10][C:11]1[CH:16]=[CH:15][C:14]([O:17][CH3:18])=[CH:13][C:12]=1[CH2:19][C:20](Cl)=[O:21].[Al+3].[Cl-].[Cl-].[Cl-], predict the reaction product. The product is: [CH3:9][O:10][C:11]1[CH:16]=[CH:15][C:14]([O:17][CH3:18])=[CH:13][C:12]=1[CH2:19][C:20]([C:4]1[CH:5]=[CH:6][C:1]([O:7][CH3:8])=[CH:2][CH:3]=1)=[O:21]. (8) Given the reactants [N+:1]([C:4]1[CH:5]=[C:6]([CH:9]=[CH:10][CH:11]=1)[CH2:7]Br)([O-:3])=[O:2].[CH2:12]([O:14][P:15]([O:19]CC)[O:16][CH2:17][CH3:18])[CH3:13], predict the reaction product. The product is: [N+:1]([C:4]1[CH:5]=[C:6]([CH:9]=[CH:10][CH:11]=1)[CH2:7][P:15](=[O:19])([O:16][CH2:17][CH3:18])[O:14][CH2:12][CH3:13])([O-:3])=[O:2].